Dataset: NCI-60 drug combinations with 297,098 pairs across 59 cell lines. Task: Regression. Given two drug SMILES strings and cell line genomic features, predict the synergy score measuring deviation from expected non-interaction effect. (1) Drug 1: C1CN1P(=S)(N2CC2)N3CC3. Drug 2: CC1=C(C(=CC=C1)Cl)NC(=O)C2=CN=C(S2)NC3=CC(=NC(=N3)C)N4CCN(CC4)CCO. Cell line: SF-539. Synergy scores: CSS=14.9, Synergy_ZIP=-4.42, Synergy_Bliss=4.53, Synergy_Loewe=2.08, Synergy_HSA=2.67. (2) Drug 1: CC1=C2C(C(=O)C3(C(CC4C(C3C(C(C2(C)C)(CC1OC(=O)C(C(C5=CC=CC=C5)NC(=O)C6=CC=CC=C6)O)O)OC(=O)C7=CC=CC=C7)(CO4)OC(=O)C)O)C)OC(=O)C. Drug 2: CN(CC1=CN=C2C(=N1)C(=NC(=N2)N)N)C3=CC=C(C=C3)C(=O)NC(CCC(=O)O)C(=O)O. Cell line: RXF 393. Synergy scores: CSS=23.2, Synergy_ZIP=-6.42, Synergy_Bliss=1.95, Synergy_Loewe=-14.1, Synergy_HSA=1.66. (3) Drug 1: CC1=C2C(C(=O)C3(C(CC4C(C3C(C(C2(C)C)(CC1OC(=O)C(C(C5=CC=CC=C5)NC(=O)OC(C)(C)C)O)O)OC(=O)C6=CC=CC=C6)(CO4)OC(=O)C)O)C)O. Drug 2: C1C(C(OC1N2C=NC3=C2NC=NCC3O)CO)O. Cell line: NCI-H226. Synergy scores: CSS=12.3, Synergy_ZIP=-8.25, Synergy_Bliss=-12.2, Synergy_Loewe=-39.5, Synergy_HSA=-10.6. (4) Drug 1: C1CCN(CC1)CCOC2=CC=C(C=C2)C(=O)C3=C(SC4=C3C=CC(=C4)O)C5=CC=C(C=C5)O. Drug 2: CC1=C2C(C(=O)C3(C(CC4C(C3C(C(C2(C)C)(CC1OC(=O)C(C(C5=CC=CC=C5)NC(=O)OC(C)(C)C)O)O)OC(=O)C6=CC=CC=C6)(CO4)OC(=O)C)O)C)O. Cell line: SK-OV-3. Synergy scores: CSS=23.3, Synergy_ZIP=6.33, Synergy_Bliss=8.06, Synergy_Loewe=-31.7, Synergy_HSA=4.19. (5) Drug 1: CN1CCC(CC1)COC2=C(C=C3C(=C2)N=CN=C3NC4=C(C=C(C=C4)Br)F)OC. Drug 2: C1CC(=O)NC(=O)C1N2C(=O)C3=CC=CC=C3C2=O. Cell line: NCI-H460. Synergy scores: CSS=1.12, Synergy_ZIP=-0.876, Synergy_Bliss=0.843, Synergy_Loewe=-2.16, Synergy_HSA=0.168.